From a dataset of Full USPTO retrosynthesis dataset with 1.9M reactions from patents (1976-2016). Predict the reactants needed to synthesize the given product. (1) Given the product [CH2:25]([O:24][CH:20]([O:21][CH2:22][CH3:23])[C:17]1[CH:18]=[CH:19][C:14]([C:12]2[N:11]=[N:10][NH:9][CH:13]=2)=[N:15][CH:16]=1)[CH3:26], predict the reactants needed to synthesize it. The reactants are: C(OC[N:9]1[CH:13]=[C:12]([C:14]2[CH:19]=[CH:18][C:17]([CH:20]([O:24][CH2:25][CH3:26])[O:21][CH2:22][CH3:23])=[CH:16][N:15]=2)[N:11]=[N:10]1)(=O)C(C)(C)C.[OH-].[Na+].Cl.O. (2) Given the product [O:1]1[C:5]2[CH:6]=[CH:7][CH:8]=[CH:9][C:4]=2[N:3]=[C:2]1[N:10]1[CH2:15][CH2:14][N:13]([C:16](=[N:38][C:39]#[N:40])[NH:17][C:18]2[CH:27]=[CH:26][CH:25]=[C:24]3[C:19]=2[CH2:20][CH2:21][NH:22][CH2:23]3)[CH:12]([CH:41]([CH3:43])[CH3:42])[CH2:11]1, predict the reactants needed to synthesize it. The reactants are: [O:1]1[C:5]2[CH:6]=[CH:7][CH:8]=[CH:9][C:4]=2[N:3]=[C:2]1[N:10]1[CH2:15][CH2:14][N:13]([C:16](=[N:38][C:39]#[N:40])[NH:17][C:18]2[CH:27]=[CH:26][CH:25]=[C:24]3[C:19]=2[CH2:20][CH2:21][N:22](C(OCC2C=CC=CC=2)=O)[CH2:23]3)[CH:12]([CH:41]([CH3:43])[CH3:42])[CH2:11]1. (3) Given the product [ClH:34].[CH3:33][N:2]([CH3:1])[C:3]1([C:27]2[CH:28]=[CH:29][CH:30]=[CH:31][CH:32]=2)[CH2:8][CH2:7][C:6](=[CH:9][C:10]([N:12]2[CH2:13][CH:14]=[C:15]([C:18]3[C:26]4[C:21](=[CH:22][CH:23]=[CH:24][CH:25]=4)[NH:20][CH:19]=3)[CH2:16][CH2:17]2)=[O:11])[CH2:5][CH2:4]1, predict the reactants needed to synthesize it. The reactants are: [CH3:1][N:2]([CH3:33])[C:3]1([C:27]2[CH:32]=[CH:31][CH:30]=[CH:29][CH:28]=2)[CH2:8][CH2:7][C:6](=[CH:9][C:10]([N:12]2[CH2:17][CH:16]=[C:15]([C:18]3[C:26]4[C:21](=[CH:22][CH:23]=[CH:24][CH:25]=4)[NH:20][CH:19]=3)[CH2:14][CH2:13]2)=[O:11])[CH2:5][CH2:4]1.[Cl:34][Si](C)(C)C. (4) Given the product [Br:1][C:2]1[CH:3]=[CH:4][C:5]([CH:8]([CH2:12][CH:13]2[CH2:17][CH2:16][CH2:15][CH2:14]2)[C:9]([NH:24][C:25]2[S:26][CH:27]=[CH:28][N:29]=2)=[O:11])=[CH:6][CH:7]=1, predict the reactants needed to synthesize it. The reactants are: [Br:1][C:2]1[CH:7]=[CH:6][C:5]([CH:8]([CH2:12][CH:13]2[CH2:17][CH2:16][CH2:15][CH2:14]2)[C:9]([OH:11])=O)=[CH:4][CH:3]=1.C(Cl)(=O)C(Cl)=O.[NH2:24][C:25]1[S:26][CH:27]=[CH:28][N:29]=1.C(N(CC)C(C)C)(C)C. (5) Given the product [CH3:32][C:26]1[CH:27]=[CH:28][C:29]([CH3:31])=[CH:30][C:25]=1[CH2:24][S:23][C:16]1[NH:17][C:18](=[O:22])[C:19]([C:20]#[N:21])=[C:14]([CH:11]2[CH2:12][CH2:13][NH:8][CH2:9][CH2:10]2)[N:15]=1, predict the reactants needed to synthesize it. The reactants are: C(OC([N:8]1[CH2:13][CH2:12][CH:11]([C:14]2[N:15]=[C:16]([S:23][CH2:24][C:25]3[CH:30]=[C:29]([CH3:31])[CH:28]=[CH:27][C:26]=3[CH3:32])[NH:17][C:18](=[O:22])[C:19]=2[C:20]#[N:21])[CH2:10][CH2:9]1)=O)(C)(C)C.C(O)(C(F)(F)F)=O. (6) Given the product [CH2:9]([OH:8])[CH2:10][CH2:11][CH2:12][CH2:13][CH2:14][CH2:15][CH2:16][CH2:17][CH2:18][CH2:19][CH2:20][CH2:21][CH2:22][CH:23]=[CH2:24], predict the reactants needed to synthesize it. The reactants are: C([Si]([O:8][CH2:9][CH2:10][CH2:11][CH2:12][CH2:13][CH2:14][CH2:15][CH2:16][CH2:17][CH2:18][CH2:19][CH2:20][CH2:21][CH2:22][CH:23]=[CH2:24])(C)C)(C)(C)C.CCCC[N+](CCCC)(CCCC)CCCC.[F-]. (7) Given the product [CH3:8][C:7]([NH:15][C:16](=[O:18])[CH3:17])([C:9]1[CH:10]=[CH:11][C:12]([N+:1]([O-:4])=[O:2])=[CH:13][CH:14]=1)[CH3:6], predict the reactants needed to synthesize it. The reactants are: [N+:1]([O-:4])([O-])=[O:2].[K+].[CH3:6][C:7]([NH:15][C:16](=[O:18])[CH3:17])([C:9]1[CH:14]=[CH:13][CH:12]=[CH:11][CH:10]=1)[CH3:8]. (8) Given the product [CH2:33]([C:32]([C:3]1[C:4]2[C:9](=[C:8]([NH:10][S:11]([CH3:14])(=[O:12])=[O:13])[CH:7]=[CH:6][CH:5]=2)[NH:1][CH:2]=1)([C:29]1[CH:30]=[CH:31][C:25]2[O:24][C:23]([CH3:22])=[CH:27][C:26]=2[CH:28]=1)[CH2:35][CH3:36])[CH3:34], predict the reactants needed to synthesize it. The reactants are: [NH:1]1[C:9]2[C:4](=[CH:5][CH:6]=[CH:7][C:8]=2[NH:10][S:11]([CH3:14])(=[O:13])=[O:12])[CH:3]=[CH:2]1.C(O)(C(F)(F)F)=O.[CH3:22][C:23]1[O:24][C:25]2[CH:31]=[CH:30][C:29]([C:32](O)([CH2:35][CH3:36])[CH2:33][CH3:34])=[CH:28][C:26]=2[CH:27]=1. (9) Given the product [Br:1][C:2]1[CH:7]=[CH:6][C:5]([CH2:8][C:11]#[N:12])=[C:4]([F:10])[CH:3]=1, predict the reactants needed to synthesize it. The reactants are: [Br:1][C:2]1[CH:7]=[CH:6][C:5]([CH2:8]Br)=[C:4]([F:10])[CH:3]=1.[C-:11]#[N:12].[Na+].